This data is from Full USPTO retrosynthesis dataset with 1.9M reactions from patents (1976-2016). The task is: Predict the reactants needed to synthesize the given product. (1) Given the product [Cl:23][C:24]1[CH:29]=[CH:28][CH:27]=[CH:26][C:25]=1[N:30]1[C:31](=[O:38])[CH2:32][N:33]([CH2:9][C@H:7]([NH:8][S:10]([C:13]2[CH:18]=[CH:17][CH:16]=[CH:15][C:14]=2[N+:19]([O-:21])=[O:20])(=[O:12])=[O:11])[C@@H:5]2[CH2:6][C@@H:2]([CH3:1])[C:3](=[O:22])[O:4]2)[C:34]([CH3:37])([CH3:36])[CH2:35]1, predict the reactants needed to synthesize it. The reactants are: [CH3:1][C@@H:2]1[CH2:6][C@@H:5]([CH:7]2[CH2:9][N@@:8]2[S:10]([C:13]2[CH:18]=[CH:17][CH:16]=[CH:15][C:14]=2[N+:19]([O-:21])=[O:20])(=[O:12])=[O:11])[O:4][C:3]1=[O:22].[Cl:23][C:24]1[CH:29]=[CH:28][CH:27]=[CH:26][C:25]=1[N:30]1[CH2:35][C:34]([CH3:37])([CH3:36])[NH:33][CH2:32][C:31]1=[O:38]. (2) Given the product [CH2:1]([N:3]1[C:12]2[C:7](=[CH:8][CH:9]=[C:10]([C:13]3[CH:14]=[N:15][C:16]([NH:28][C:29](=[O:33])[NH:30][CH2:31][CH3:32])=[CH:17][C:18]=3[C:19]3[S:20][CH:21]=[C:22]([C:24]([F:27])([F:26])[F:25])[N:23]=3)[CH:11]=2)[C:6](=[O:34])[C:5]([C:35]([OH:37])=[O:36])=[CH:4]1)[CH3:2], predict the reactants needed to synthesize it. The reactants are: [CH2:1]([N:3]1[C:12]2[C:7](=[CH:8][CH:9]=[C:10]([C:13]3[CH:14]=[N:15][C:16]([NH:28][C:29](=[O:33])[NH:30][CH2:31][CH3:32])=[CH:17][C:18]=3[C:19]3[S:20][CH:21]=[C:22]([C:24]([F:27])([F:26])[F:25])[N:23]=3)[CH:11]=2)[C:6](=[O:34])[C:5]([C:35]([O:37]CC)=[O:36])=[CH:4]1)[CH3:2].[OH-].[K+]. (3) Given the product [NH2:35][CH2:34][C:12]1[CH:11]=[N:10][N:9]([CH2:7][CH3:8])[C:13]=1[NH:14][C:15]([C:22]1[CH:27]=[CH:26][CH:25]=[CH:24][CH:23]=1)([C:28]1[CH:29]=[CH:30][CH:31]=[CH:32][CH:33]=1)[C:16]1[CH:21]=[CH:20][CH:19]=[CH:18][CH:17]=1, predict the reactants needed to synthesize it. The reactants are: [H-].[Al+3].[Li+].[H-].[H-].[H-].[CH2:7]([N:9]1[C:13]([NH:14][C:15]([C:28]2[CH:33]=[CH:32][CH:31]=[CH:30][CH:29]=2)([C:22]2[CH:27]=[CH:26][CH:25]=[CH:24][CH:23]=2)[C:16]2[CH:21]=[CH:20][CH:19]=[CH:18][CH:17]=2)=[C:12]([C:34]#[N:35])[CH:11]=[N:10]1)[CH3:8].[F-].[Na+].O. (4) Given the product [CH2:16]([O:23][C:24]1[CH:29]=[C:28]([CH2:1][CH:2]2[CH2:6][CH2:5][CH2:4][CH2:3]2)[CH:27]=[CH:26][C:25]=1[N:31]1[S:35](=[O:37])(=[O:36])[NH:34][C:33](=[O:38])[CH2:32]1)[C:17]1[CH:18]=[CH:19][CH:20]=[CH:21][CH:22]=1, predict the reactants needed to synthesize it. The reactants are: [CH2:1]=[C:2]1[CH2:6][CH2:5][CH2:4][CH2:3]1.B1C2CCCC1CCC2.[CH2:16]([O:23][C:24]1[CH:29]=[C:28](I)[CH:27]=[CH:26][C:25]=1[N:31]1[S:35](=[O:37])(=[O:36])[NH:34][C:33](=[O:38])[CH2:32]1)[C:17]1[CH:22]=[CH:21][CH:20]=[CH:19][CH:18]=1.B.C([O-])([O-])=O.[Na+].[Na+]. (5) Given the product [ClH:19].[CH3:1][N:2]([CH2:11][CH2:12][OH:13])[C:3]1[CH:10]=[CH:9][C:6]([CH:7]=[N:18][NH:17][C:14]([NH2:16])=[NH:15])=[CH:5][CH:4]=1, predict the reactants needed to synthesize it. The reactants are: [CH3:1][N:2]([CH2:11][CH2:12][OH:13])[C:3]1[CH:10]=[CH:9][C:6]([CH:7]=O)=[CH:5][CH:4]=1.[C:14]([NH:17][NH2:18])([NH2:16])=[NH:15].[ClH:19]. (6) Given the product [F:11][C:12]1[CH:17]=[C:16]([F:18])[CH:15]=[CH:14][C:13]=1[C:2]1[CH:7]=[CH:6][C:5]([N:8]([CH3:10])[CH3:9])=[CH:4][N:3]=1, predict the reactants needed to synthesize it. The reactants are: Br[C:2]1[CH:7]=[CH:6][C:5]([N:8]([CH3:10])[CH3:9])=[CH:4][N:3]=1.[F:11][C:12]1[CH:17]=[C:16]([F:18])[CH:15]=[CH:14][C:13]=1B(O)O.C([O-])([O-])=O.[K+].[K+]. (7) Given the product [Br:1][C:2]1[C:3]2[CH2:4][CH:5]([CH2:15][CH3:16])[N:6]3[CH:7]([C:8]=2[C:9]([O:12][CH2:13][CH3:14])=[CH:10][CH:11]=1)[CH2:28][C:27](=[O:29])[C:21]([C:22]([O:24][CH2:25][CH3:26])=[O:23])=[CH:20]3, predict the reactants needed to synthesize it. The reactants are: [Br:1][C:2]1[CH:11]=[CH:10][C:9]([O:12][CH2:13][CH3:14])=[C:8]2[C:3]=1[CH2:4][CH:5]([CH2:15][CH3:16])[N:6]=[CH:7]2.C(O[CH:20]=[C:21]([C:27](=[O:29])[CH3:28])[C:22]([O:24][CH2:25][CH3:26])=[O:23])C.